From a dataset of Full USPTO retrosynthesis dataset with 1.9M reactions from patents (1976-2016). Predict the reactants needed to synthesize the given product. (1) Given the product [CH2:9]([O:8][C:6](=[O:7])[C:5](=[CH:11][NH:16][C:17]1[CH:22]=[CH:21][CH:20]=[CH:19][CH:18]=1)[C:4]([O:3][CH2:1][CH3:2])=[O:15])[CH3:10], predict the reactants needed to synthesize it. The reactants are: [CH2:1]([O:3][C:4](=[O:15])[C:5](=[CH:11]OCC)[C:6]([O:8][CH2:9][CH3:10])=[O:7])[CH3:2].[NH2:16][C:17]1[CH:22]=[CH:21][CH:20]=[CH:19][CH:18]=1. (2) The reactants are: [CH2:1]([O:8][C:9]([NH:11][C@H:12]([C@@H:16]([OH:18])[CH3:17])[C:13]([OH:15])=O)=[O:10])[CH2:2][CH2:3][CH2:4][CH2:5][CH2:6][CH3:7].CCN(CC)CC.CN(C(ON1N=NC2C=CC=CC1=2)=[N+](C)C)C.[B-](F)(F)(F)F. Given the product [CH2:1]([O:8][C:9](=[O:10])[NH:11][C@H:12]1[C:13](=[O:15])[O:18][C@H:16]1[CH3:17])[CH2:2][CH2:3][CH2:4][CH2:5][CH2:6][CH3:7], predict the reactants needed to synthesize it. (3) Given the product [NH:2]([C:6]([C:7]1[CH:15]=[CH:14][C:10]([C:11]([OH:13])=[O:12])=[CH:9][CH:8]=1)=[O:5])[NH2:3], predict the reactants needed to synthesize it. The reactants are: O.[NH2:2][NH2:3].C[O:5][C:6](=O)[C:7]1[CH:15]=[CH:14][C:10]([C:11]([OH:13])=[O:12])=[CH:9][CH:8]=1. (4) Given the product [Cl:1][C:2]1[CH:3]=[C:4]([CH:5]=[C:6]([Cl:8])[CH:7]=1)[CH2:9][O:10][Si:27]([CH:34]([CH3:36])[CH3:35])([CH:31]([CH3:33])[CH3:32])[CH:28]([CH3:30])[CH3:29], predict the reactants needed to synthesize it. The reactants are: [Cl:1][C:2]1[CH:3]=[C:4]([CH2:9][OH:10])[CH:5]=[C:6]([Cl:8])[CH:7]=1.N1C(C)=CC=CC=1C.O([Si:27]([CH:34]([CH3:36])[CH3:35])([CH:31]([CH3:33])[CH3:32])[CH:28]([CH3:30])[CH3:29])S(C(F)(F)F)(=O)=O. (5) The reactants are: [CH:1]1([C:4](=O)[CH2:5][C:6]([O:8]C)=[O:7])[CH2:3][CH2:2]1.CO[CH:13](OC)[N:14]([CH3:16])C.C[NH:20]N. Given the product [CH:1]1([C:4]2[C:5]([C:6]([OH:8])=[O:7])=[CH:13][N:14]([CH3:16])[N:20]=2)[CH2:3][CH2:2]1, predict the reactants needed to synthesize it.